This data is from Full USPTO retrosynthesis dataset with 1.9M reactions from patents (1976-2016). The task is: Predict the reactants needed to synthesize the given product. (1) Given the product [Cl:1][C:2]1[CH:3]=[CH:4][C:5]([CH:8]2[CH:12]([C:13]3[CH:14]=[CH:15][C:16]([Cl:19])=[CH:17][CH:18]=3)[N:11]([C:20]([N:48]3[CH2:49][CH2:50][CH:45]([N:40]4[CH2:44][CH2:43][CH2:42][CH2:41]4)[CH2:46][CH2:47]3)=[O:21])[C:10]([C:23]3[CH:28]=[CH:27][CH:26]=[CH:25][C:24]=3[O:29][CH:30]([CH3:32])[CH3:31])=[N:9]2)=[CH:6][CH:7]=1, predict the reactants needed to synthesize it. The reactants are: [Cl:1][C:2]1[CH:7]=[CH:6][C:5]([CH:8]2[CH:12]([C:13]3[CH:18]=[CH:17][C:16]([Cl:19])=[CH:15][CH:14]=3)[N:11]([C:20](Cl)=[O:21])[C:10]([C:23]3[CH:28]=[CH:27][CH:26]=[CH:25][C:24]=3[O:29][CH:30]([CH3:32])[CH3:31])=[N:9]2)=[CH:4][CH:3]=1.C(N(CC)CC)C.[N:40]1([CH:45]2[CH2:50][CH2:49][NH:48][CH2:47][CH2:46]2)[CH2:44][CH2:43][CH2:42][CH2:41]1.O. (2) Given the product [Cl:20][CH2:21][CH2:22][CH2:23][N:8]1[C:7]2[C:2]([F:1])=[CH:3][CH:4]=[C:5]([F:13])[C:6]=2[O:11][CH2:10][C:9]1=[O:12], predict the reactants needed to synthesize it. The reactants are: [F:1][C:2]1[C:7]2[NH:8][C:9](=[O:12])[CH2:10][O:11][C:6]=2[C:5]([F:13])=[CH:4][CH:3]=1.C([O-])([O-])=O.[Cs+].[Cs+].[Cl:20][CH2:21][CH2:22][CH2:23]I. (3) Given the product [CH3:25][C:20]1([C:13]2[N:12]=[C:11]3[CH2:26][CH2:27][CH2:28][CH2:29][CH2:30][C:10]3=[C:9]([C:7]3[CH:6]=[CH:5][NH:4][C:3](=[O:2])[CH:8]=3)[C:14]=2[C:15]2[NH:16][N:17]=[N:18][N:19]=2)[CH2:24][CH2:23][CH2:22][CH2:21]1, predict the reactants needed to synthesize it. The reactants are: C[O:2][C:3]1[CH:8]=[C:7]([C:9]2[C:14]([C:15]3[NH:19][N:18]=[N:17][N:16]=3)=[C:13]([C:20]3([CH3:25])[CH2:24][CH2:23][CH2:22][CH2:21]3)[N:12]=[C:11]3[CH2:26][CH2:27][CH2:28][CH2:29][CH2:30][C:10]=23)[CH:6]=[CH:5][N:4]=1.Br. (4) Given the product [Cl:12][C:13]1[C:14]([C:20]#[N:21])=[N:15][CH:16]=[CH:17][CH:18]=1, predict the reactants needed to synthesize it. The reactants are: C(C1C=CC(OC)=CC=1C)#C.[Cl:12][C:13]1[C:14]([C:20]#[N:21])=[N:15][CH:16]=[C:17](Cl)[CH:18]=1.C(N(CC)CC)C.CN(C=O)C. (5) Given the product [C:13]([C:2]1[CH:11]=[CH:10][C:5]([C:6]([O:8][CH3:9])=[O:7])=[CH:4][C:3]=1[CH3:12])#[N:14], predict the reactants needed to synthesize it. The reactants are: Br[C:2]1[CH:11]=[CH:10][C:5]([C:6]([O:8][CH3:9])=[O:7])=[CH:4][C:3]=1[CH3:12].[CH3:13][N:14](C=O)C. (6) Given the product [F:26][C:23]1[CH:22]=[N:21][C:20]([NH:19][C:17]2[S:16][C:13]3[CH2:14][CH2:15][N:9]([CH2:8][C:5]4[CH:4]=[CH:3][C:2]([N:41]5[CH2:46][CH2:45][O:44][CH2:43][CH2:42]5)=[CH:7][N:6]=4)[C:10]4[N:29]([CH2:30][C:31]5[CH:36]=[CH:35][C:34]([O:37][CH3:38])=[CH:33][CH:32]=5)[N:28]=[CH:27][C:11]=4[C:12]=3[N:18]=2)=[N:25][CH:24]=1, predict the reactants needed to synthesize it. The reactants are: Cl[C:2]1[CH:3]=[CH:4][C:5]([CH2:8][N:9]2[CH2:15][CH2:14][C:13]3[S:16][C:17]([NH:19][C:20]4[N:25]=[CH:24][C:23]([F:26])=[CH:22][N:21]=4)=[N:18][C:12]=3[C:11]3[CH:27]=[N:28][N:29]([CH2:30][C:31]4[CH:36]=[CH:35][C:34]([O:37][CH3:38])=[CH:33][CH:32]=4)[C:10]2=3)=[N:6][CH:7]=1.N#N.[NH:41]1[CH2:46][CH2:45][O:44][CH2:43][CH2:42]1.C(O[K])(C)(C)C.C1(P(C2CCCCC2)C2C=CC=CC=2C2C(C(C)C)=CC(C(C)C)=CC=2C(C)C)CCCCC1. (7) Given the product [O:1]1[CH:5]=[CH:4][CH:3]=[C:2]1[CH2:6][N:7]([CH2:12][C:13]1([CH3:15])[CH2:14][O:24]1)[S:8]([CH3:11])(=[O:10])=[O:9], predict the reactants needed to synthesize it. The reactants are: [O:1]1[CH:5]=[CH:4][CH:3]=[C:2]1[CH2:6][N:7]([CH2:12][C:13]([CH3:15])=[CH2:14])[S:8]([CH3:11])(=[O:10])=[O:9].ClC1C=CC=C(C(OO)=[O:24])C=1. (8) Given the product [CH3:1][O:2][C:3](=[O:12])[CH2:4][C:5]1[CH:10]=[CH:9][CH:8]=[C:7]([O:11][C:15](=[S:16])[N:14]([CH3:18])[CH3:13])[CH:6]=1, predict the reactants needed to synthesize it. The reactants are: [CH3:1][O:2][C:3](=[O:12])[CH2:4][C:5]1[CH:10]=[CH:9][CH:8]=[C:7]([OH:11])[CH:6]=1.[CH3:13][N:14]([CH3:18])[C:15](Cl)=[S:16].C(N(CC)CC)C.